From a dataset of Forward reaction prediction with 1.9M reactions from USPTO patents (1976-2016). Predict the product of the given reaction. Given the reactants Cl.CN[O:4][CH3:5].C[Al](C)C.[OH:10][C@H:11]([C@@H:29]([O:31][CH2:32][C:33]1[CH:38]=[CH:37][C:36]([O:39][CH3:40])=[CH:35][CH:34]=1)[CH3:30])[C@H:12]([CH3:28])[C:13]([N:15]1[C@H:19](CC2C=CC=CC=2)COC1=O)=[O:14].Cl, predict the reaction product. The product is: [CH3:5][O:4][N:15]([CH3:19])[C:13](=[O:14])[C@@H:12]([CH3:28])[C@H:11]([OH:10])[C@@H:29]([O:31][CH2:32][C:33]1[CH:34]=[CH:35][C:36]([O:39][CH3:40])=[CH:37][CH:38]=1)[CH3:30].